From a dataset of Full USPTO retrosynthesis dataset with 1.9M reactions from patents (1976-2016). Predict the reactants needed to synthesize the given product. Given the product [CH3:18][C:17]1[O:16][N:15]=[C:14]([C:19]2[CH:24]=[CH:23][CH:22]=[CH:21][CH:20]=2)[C:13]=1[C:10]1[O:9][C:8]([C:5]2[CH:6]=[CH:7][C:2]([N:25]3[CH2:30][CH2:29][CH2:28][CH2:27][CH2:26]3)=[CH:3][CH:4]=2)=[N:12][N:11]=1, predict the reactants needed to synthesize it. The reactants are: F[C:2]1[CH:7]=[CH:6][C:5]([C:8]2[O:9][C:10]([C:13]3[C:14]([C:19]4[CH:24]=[CH:23][CH:22]=[CH:21][CH:20]=4)=[N:15][O:16][C:17]=3[CH3:18])=[N:11][N:12]=2)=[CH:4][CH:3]=1.[NH:25]1[CH2:30][CH2:29][CH2:28][CH2:27][CH2:26]1.